Dataset: Full USPTO retrosynthesis dataset with 1.9M reactions from patents (1976-2016). Task: Predict the reactants needed to synthesize the given product. (1) The reactants are: [C:1](NC(=N)N[C:1]([O:3][C:4](C)(C)[CH3:7])=[O:2])([O:3][C:4]([CH3:7])(C)C)=[O:2].[CH3:19]O[C:21]1[CH:26]=[C:25](C(F)(F)F)[CH:24]=[CH:23][C:22]=1B(O)O.CC(C1C=C(C(C)C)C(C2C=CC=CC=2P(C2CCCCC2)C2CCCCC2)=C(C(C)C)C=1)C.C([O-])([O-])=O.[K+].[K+]. Given the product [CH3:7][CH2:4][O:3][C:1]([CH3:19])=[O:2].[CH3:25][CH2:26][CH2:21][CH2:22][CH2:23][CH3:24], predict the reactants needed to synthesize it. (2) Given the product [CH3:1][O:2][C:3]1[C:12]([O:13][CH3:14])=[N:11][C:10]2[C:9]([C:15]([Cl:24])=[O:16])=[C:8]([CH3:18])[C:7]([N+:19]([O-:21])=[O:20])=[CH:6][C:5]=2[N:4]=1, predict the reactants needed to synthesize it. The reactants are: [CH3:1][O:2][C:3]1[C:12]([O:13][CH3:14])=[N:11][C:10]2[C:9]([C:15](O)=[O:16])=[C:8]([CH3:18])[C:7]([N+:19]([O-:21])=[O:20])=[CH:6][C:5]=2[N:4]=1.S(Cl)([Cl:24])=O. (3) Given the product [O:28]=[C:26]1[C:23]2([CH2:22][CH2:21][N:20]([C:18]([O:17][C:13]([CH3:14])([CH3:15])[CH3:16])=[O:19])[CH2:25][CH2:24]2)[CH:36]([C:35]2[CH:41]=[CH:42][C:32]([Cl:31])=[CH:33][CH:34]=2)[N:37]1[CH:38]1[CH2:39][CH2:40]1, predict the reactants needed to synthesize it. The reactants are: C(NC(C)C)(C)C.C([Li])CCC.[C:13]([O:17][C:18]([N:20]1[CH2:25][CH2:24][CH:23]([C:26]([O:28]CC)=O)[CH2:22][CH2:21]1)=[O:19])([CH3:16])([CH3:15])[CH3:14].[Cl:31][C:32]1[CH:42]=[CH:41][C:35]([CH:36]=[N:37][CH:38]2[CH2:40][CH2:39]2)=[CH:34][CH:33]=1. (4) Given the product [Br:11][C:12]1[CH:13]=[N:14][CH:15]=[C:16]([C:2]#[C:1][C:3]2[CH:8]=[CH:7][CH:6]=[C:5]([O:9][CH3:10])[CH:4]=2)[CH:17]=1, predict the reactants needed to synthesize it. The reactants are: [C:1]([C:3]1[CH:8]=[CH:7][CH:6]=[C:5]([O:9][CH3:10])[CH:4]=1)#[CH:2].[Br:11][C:12]1[CH:13]=[N:14][CH:15]=[C:16](Br)[CH:17]=1. (5) Given the product [Cl:9][C:10]1[CH:11]=[C:12]([CH:16]=[CH:17][C:18]([N:20]2[CH2:25][CH2:24][N:23]([C:26]3[C:31]([C:32]#[N:33])=[N:30][CH:29]=[CH:28][N:27]=3)[CH2:22][CH:21]2[CH2:34][OH:35])=[O:19])[CH:13]=[CH:14][CH:15]=1, predict the reactants needed to synthesize it. The reactants are: ClC(OCC(C)C)=O.[Cl:9][C:10]1[CH:11]=[C:12]([CH:16]=[CH:17][C:18]([N:20]2[CH2:25][CH2:24][N:23]([C:26]3[C:31]([C:32]#[N:33])=[N:30][CH:29]=[CH:28][N:27]=3)[CH2:22][CH:21]2[C:34](O)=[O:35])=[O:19])[CH:13]=[CH:14][CH:15]=1.C(N(CC)CC)C.[BH4-].[Na+]. (6) Given the product [C:1]([O:9][C@H:10]([CH2:89][C:90]([Br:92])=[CH2:91])[CH2:11][CH2:12][C@@:13]12[O:88][C@@H:16]3[C@H:17]4[C@@H:22]([O:23][C@@H:15]3[CH2:14]1)[C@@H:21]([O:24]2)[C@H:20]1[O:25][C@@H:26]([CH2:29][C:30](=[O:87])[CH2:31][C@@H:41]2[C@@H:45]([O:46][CH3:47])[C@@H:44]([CH2:48][C@H:49]([O:59][Si:60]([C:63]([CH3:65])([CH3:66])[CH3:64])([CH3:61])[CH3:62])[CH2:50][O:51][Si:52]([C:55]([CH3:56])([CH3:57])[CH3:58])([CH3:53])[CH3:54])[O:43][C@H:42]2[CH2:67][C@@H:68]2[C:73](=[CH2:74])[C@H:72]([CH3:75])[CH2:71][C@H:70]([CH2:76][CH2:77][CH:78]=[O:79])[O:69]2)[CH2:27][CH2:28][C@@H:19]1[O:18]4)(=[O:8])[C:2]1[CH:7]=[CH:6][CH:5]=[CH:4][CH:3]=1, predict the reactants needed to synthesize it. The reactants are: [C:1]([O:9][C@@H:10]([CH2:89][C:90]([Br:92])=[CH2:91])[CH2:11][CH2:12][C@@:13]12[O:88][C@@H:16]3[C@H:17]4[C@@H:22]([O:23][C@@H:15]3[CH2:14]1)[C@@H:21]([O:24]2)[C@H:20]1[O:25][C@@H:26]([CH2:29][CH:30]([OH:87])[CH:31]([C@@H:41]2[C@@H:45]([O:46][CH3:47])[C@@H:44]([CH2:48][C@H:49]([O:59][Si:60]([C:63]([CH3:66])([CH3:65])[CH3:64])([CH3:62])[CH3:61])[CH2:50][O:51][Si:52]([C:55]([CH3:58])([CH3:57])[CH3:56])([CH3:54])[CH3:53])[O:43][C@H:42]2[CH2:67][C@@H:68]2[C:73](=[CH2:74])[C@H:72]([CH3:75])[CH2:71][C@H:70]([CH2:76][CH2:77][CH2:78][O:79][Si](CC)(CC)CC)[O:69]2)S(C2C=CC=CC=2)(=O)=O)[CH2:27][CH2:28][C@@H:19]1[O:18]4)(=[O:8])[C:2]1[CH:7]=[CH:6][CH:5]=[CH:4][CH:3]=1.C(O[C@H](CC(Br)=C)CC[C@@]12O[C@@H]3[C@H]4[C@@H](O[C@@H]3C1)[C@@H](O2)[C@H]1O[C@@H](CC=O)CC[C@@H]1O4)(=O)C1C=CC=CC=1. (7) Given the product [Br:20][C:6]1[CH:7]=[C:8]([O:9][CH3:10])[C:3]([O:2][CH3:1])=[CH:4][C:5]=1[CH2:11][CH2:12][C:13]#[N:14], predict the reactants needed to synthesize it. The reactants are: [CH3:1][O:2][C:3]1[CH:4]=[C:5]([CH2:11][CH2:12][C:13]#[N:14])[CH:6]=[CH:7][C:8]=1[O:9][CH3:10].C([O-])(=O)C.[Na+].[Br:20]Br.O. (8) Given the product [CH2:20]([N:10]1[C:11]2[C:6](=[CH:5][CH:4]=[C:3]([O:2][CH3:1])[N:12]=2)[CH2:7][CH2:8][C:9]1=[O:13])[CH2:19][CH:18]=[CH2:17], predict the reactants needed to synthesize it. The reactants are: [CH3:1][O:2][C:3]1[N:12]=[C:11]2[C:6]([CH2:7][CH2:8][C:9](=[O:13])[NH:10]2)=[CH:5][CH:4]=1.[H-].[Na+].Br[CH2:17][CH2:18][CH:19]=[CH2:20]. (9) Given the product [CH:14]1([NH:17][C:18]([C:20]2[N:24]3[CH2:25][CH2:26][N:27]([C:11]([C:9]4[CH:10]=[C:5]5[N:4]=[CH:3][C:2]([Cl:1])=[CH:7][N:6]5[N:8]=4)=[O:13])[CH:28]([CH3:29])[C:23]3=[CH:22][CH:21]=2)=[O:19])[CH2:15][CH2:16]1, predict the reactants needed to synthesize it. The reactants are: [Cl:1][C:2]1[CH:3]=[N:4][C:5]2[N:6]([N:8]=[C:9]([C:11]([OH:13])=O)[CH:10]=2)[CH:7]=1.[CH:14]1([NH:17][C:18]([C:20]2[N:24]3[CH2:25][CH2:26][NH:27][CH:28]([CH3:29])[C:23]3=[CH:22][CH:21]=2)=[O:19])[CH2:16][CH2:15]1.